From a dataset of Forward reaction prediction with 1.9M reactions from USPTO patents (1976-2016). Predict the product of the given reaction. Given the reactants [NH:1]([C:18]([O:20]C(C)(C)C)=O)[C@@H:2]([C:15]([NH2:17])=[O:16])[CH2:3][CH2:4][C:5](=[O:14])[O:6][CH2:7][C:8]1[CH:13]=[CH:12][CH:11]=[CH:10][CH:9]=1.FC(F)(F)[C:27]([OH:29])=[O:28].ClCCl, predict the reaction product. The product is: [NH:1]([C:27]([O:29][C:8]([CH3:13])([CH3:9])[CH3:7])=[O:28])[C@H:2]([C:18]([NH:1][C@@H:2]([C:15]([NH2:17])=[O:16])[CH2:3][CH2:4][C:5](=[O:14])[O:6][CH2:7][C:8]1[CH:9]=[CH:10][CH:11]=[CH:12][CH:13]=1)=[O:20])[CH3:3].